Dataset: Full USPTO retrosynthesis dataset with 1.9M reactions from patents (1976-2016). Task: Predict the reactants needed to synthesize the given product. (1) The reactants are: [Br:1][C:2]1[CH:3]=[C:4]([NH:23][CH2:24][C:25]2[CH:30]=C[CH:28]=[CH:27][N:26]=2)[CH:5]=[C:6]2[C:11]=1[N:10]=[CH:9][C:8]([C:12]#[N:13])=[C:7]2[NH:14][C:15]1[CH:20]=[CH:19][C:18]([F:21])=[C:17]([Cl:22])[CH:16]=1.CC1[NH:33]C(C=O)=CN=1.[BH3-]C#N.[Na+]. Given the product [Br:1][C:2]1[CH:3]=[C:4]([NH:23][CH2:24][C:25]2[NH:26][C:27]([CH3:28])=[N:33][CH:30]=2)[CH:5]=[C:6]2[C:11]=1[N:10]=[CH:9][C:8]([C:12]#[N:13])=[C:7]2[NH:14][C:15]1[CH:20]=[CH:19][C:18]([F:21])=[C:17]([Cl:22])[CH:16]=1, predict the reactants needed to synthesize it. (2) Given the product [CH2:4]=[CH:3][CH2:2][NH2:5].[CH2:7]1[O:8][CH:9]1[CH2:11][Cl:1].[ClH:1], predict the reactants needed to synthesize it. The reactants are: [ClH:1].[CH2:2]([NH2:5])[CH:3]=[CH2:4].C[CH2:7][O:8][C:9]([CH3:11])=O. (3) Given the product [CH:13]1([N:10]2[CH2:9][C:8]3([CH2:19][CH2:18]3)[C:7](=[O:20])[N:6]([CH3:21])[C:5]3[CH:4]=[N:3][C:2]([NH:22][C:23]4[CH:39]=[CH:38][C:26]([C:27]([NH:29][CH:30]5[CH2:31][CH2:32][N:33]([CH2:36][CH3:37])[CH2:34][CH2:35]5)=[O:28])=[CH:25][C:24]=4[F:40])=[N:12][C:11]2=3)[CH2:17][CH2:16][CH2:15][CH2:14]1, predict the reactants needed to synthesize it. The reactants are: Cl[C:2]1[N:3]=[CH:4][C:5]2[N:6]([CH3:21])[C:7](=[O:20])[C:8]3([CH2:19][CH2:18]3)[CH2:9][N:10]([CH:13]3[CH2:17][CH2:16][CH2:15][CH2:14]3)[C:11]=2[N:12]=1.[NH2:22][C:23]1[CH:39]=[CH:38][C:26]([C:27]([NH:29][CH:30]2[CH2:35][CH2:34][N:33]([CH2:36][CH3:37])[CH2:32][CH2:31]2)=[O:28])=[CH:25][C:24]=1[F:40].O.C1(C)C=CC(S(O)(=O)=O)=CC=1. (4) Given the product [C:28]([OH:33])(=[O:32])[C:29]([OH:31])=[O:30].[Cl:1][C:2]1[CH:10]=[C:9]2[C:5]([C:6]([C:11]3[CH2:12][CH2:13][N:14]([CH2:17][CH2:18][CH:19]4[C:27]5[C:22](=[CH:23][CH:24]=[CH:25][CH:26]=5)[N:21]([C:36]([NH:35][CH3:34])=[O:37])[CH2:20]4)[CH2:15][CH:16]=3)=[CH:7][NH:8]2)=[CH:4][CH:3]=1, predict the reactants needed to synthesize it. The reactants are: [Cl:1][C:2]1[CH:10]=[C:9]2[C:5]([C:6]([C:11]3[CH2:12][CH2:13][N:14]([CH2:17][CH2:18][CH:19]4[C:27]5[C:22](=[CH:23][CH:24]=[CH:25][CH:26]=5)[NH:21][CH2:20]4)[CH2:15][CH:16]=3)=[CH:7][NH:8]2)=[CH:4][CH:3]=1.[C:28]([O-:33])(=[O:32])[C:29]([O-:31])=[O:30].[CH3:34][N:35]=[C:36]=[O:37]. (5) Given the product [ClH:26].[CH3:1][C:2]1[O:3][CH:4]=[CH:5][C:6]=1[C:7]1[C:12]([C:13]2[CH:14]=[CH:15][N:16]=[CH:17][CH:18]=2)=[CH:11][N:10]=[C:9]([N:19]2[CH2:24][CH2:23][CH2:22][CH:21]([CH3:25])[CH2:20]2)[N:8]=1, predict the reactants needed to synthesize it. The reactants are: [CH3:1][C:2]1[O:3][CH:4]=[CH:5][C:6]=1[C:7]1[C:12]([C:13]2[CH:18]=[CH:17][N:16]=[CH:15][CH:14]=2)=[CH:11][N:10]=[C:9]([N:19]2[CH2:24][CH2:23][CH2:22][CH:21]([CH3:25])[CH2:20]2)[N:8]=1.[ClH:26]. (6) Given the product [CH3:9][S:1][C:2]1[CH:7]=[CH:6][C:5]([OH:8])=[CH:4][CH:3]=1, predict the reactants needed to synthesize it. The reactants are: [SH:1][C:2]1[CH:7]=[CH:6][C:5]([OH:8])=[CH:4][CH:3]=1.[C:9](=O)([O-])[O-].[K+].[K+].IC.